This data is from Full USPTO retrosynthesis dataset with 1.9M reactions from patents (1976-2016). The task is: Predict the reactants needed to synthesize the given product. (1) The reactants are: [H-].[Na+].[Cl:3][C:4]1[CH:5]=[CH:6][C:7]([CH3:14])=[C:8]([CH:10]=[CH:11][C:12]#[N:13])[CH:9]=1.C1(C)C=CC(S([CH2:24][N+:25]#[C-])(=O)=O)=CC=1.O.[CH2:29]1COCC1. Given the product [Cl:3][C:4]1[CH:5]=[CH:6][C:7]([CH3:14])=[C:8]([C:10]2[C:11]([C:24]#[N:25])=[CH:12][NH:13][CH:29]=2)[CH:9]=1, predict the reactants needed to synthesize it. (2) The reactants are: [H-].[Na+].[CH3:3][C:4]1[CH:5]=[C:6]([OH:11])[CH:7]=[C:8]([CH3:10])[CH:9]=1.[Cl:12][CH:13]([C:17]1[CH:22]=[CH:21][CH:20]=[CH:19][CH:18]=1)[C:14](Cl)=[O:15].O. Given the product [Cl:12][CH:13]([C:17]1[CH:22]=[CH:21][CH:20]=[CH:19][CH:18]=1)[C:14]([O:11][C:6]1[CH:7]=[C:8]([CH3:10])[CH:9]=[C:4]([CH3:3])[CH:5]=1)=[O:15], predict the reactants needed to synthesize it.